Dataset: Full USPTO retrosynthesis dataset with 1.9M reactions from patents (1976-2016). Task: Predict the reactants needed to synthesize the given product. (1) Given the product [NH2:11][C:9]1[CH:8]=[CH:7][C:6]2[N:2]([CH3:1])[N:3]=[N:4][C:5]=2[CH:10]=1, predict the reactants needed to synthesize it. The reactants are: [CH3:1][N:2]1[C:6]2[CH:7]=[CH:8][C:9]([N+:11]([O-])=O)=[CH:10][C:5]=2[N:4]=[N:3]1.Cl[Sn]Cl. (2) Given the product [CH:2]([CH:15]1[C:20](=[O:21])[CH2:19][CH2:18][N:17]([CH2:23][C:24]2[CH:29]=[CH:28][C:27]([CH2:30][C:31]([O:33][CH2:34][C:35](=[O:42])[C:36]3[CH:37]=[CH:38][CH:39]=[CH:40][CH:41]=3)=[O:32])=[CH:26][CH:25]=2)[CH2:16]1)([C:9]1[CH:14]=[CH:13][CH:12]=[CH:11][CH:10]=1)[C:3]1[CH:4]=[CH:5][CH:6]=[CH:7][CH:8]=1, predict the reactants needed to synthesize it. The reactants are: Cl.[CH:2]([CH:15]1[C:20](=[O:21])[CH2:19][CH2:18][NH:17][CH2:16]1)([C:9]1[CH:14]=[CH:13][CH:12]=[CH:11][CH:10]=1)[C:3]1[CH:8]=[CH:7][CH:6]=[CH:5][CH:4]=1.Br[CH2:23][C:24]1[CH:29]=[CH:28][C:27]([CH2:30][C:31]([O:33][CH2:34][C:35](=[O:42])[C:36]2[CH:41]=[CH:40][CH:39]=[CH:38][CH:37]=2)=[O:32])=[CH:26][CH:25]=1.C(=O)([O-])[O-].[K+].[K+].